From a dataset of Forward reaction prediction with 1.9M reactions from USPTO patents (1976-2016). Predict the product of the given reaction. (1) Given the reactants [CH3:1][C@H:2]1[CH2:7][CH2:6][C@H:5]([C:8](Cl)=[O:9])[CH2:4][CH2:3]1.[F:11][C:12]1[CH:17]=[CH:16][C:15]([C:18]2[S:22][C:21]([NH:23][CH:24]3[CH2:29][CH2:28][O:27][CH2:26][CH2:25]3)=[C:20]([C:30]([O:32][CH3:33])=[O:31])[CH:19]=2)=[CH:14][CH:13]=1.C(N(C(C)C)CC)(C)C.C(=O)([O-])[O-].[Na+].[Na+], predict the reaction product. The product is: [F:11][C:12]1[CH:13]=[CH:14][C:15]([C:18]2[S:22][C:21]([N:23]([C:8]([C@H:5]3[CH2:6][CH2:7][C@H:2]([CH3:1])[CH2:3][CH2:4]3)=[O:9])[CH:24]3[CH2:29][CH2:28][O:27][CH2:26][CH2:25]3)=[C:20]([C:30]([O:32][CH3:33])=[O:31])[CH:19]=2)=[CH:16][CH:17]=1. (2) Given the reactants N[O:2][C:3]1[CH:8]=[CH:7][CH:6]=[CH:5][CH:4]=1.[Cl:9][CH2:10][S:11](Cl)(=[O:13])=[O:12].[N:15]1C=CC=CC=1.Cl, predict the reaction product. The product is: [Cl:9][CH2:10][S:11]([NH:15][C:4]1[CH:5]=[CH:6][CH:7]=[CH:8][C:3]=1[OH:2])(=[O:13])=[O:12]. (3) Given the reactants CC1(C)CCCC(C)(C)N1.C([Li])CCC.[Cl:16][C:17]1[N:25]=[CH:24][N:23]=[C:22]2[C:18]=1[N:19]=[C:20]([C:35]1[CH:40]=[CH:39][C:38]([O:41][CH3:42])=[CH:37][CH:36]=1)[N:21]2[CH2:26][CH2:27][CH2:28][N:29]1[CH2:34][CH2:33][CH2:32][CH2:31][CH2:30]1.Cl[C:44]([O:46][CH3:47])=[O:45].[Cl-].[NH4+], predict the reaction product. The product is: [Cl:16][C:17]1[N:25]=[C:24]([C:44]([O:46][CH3:47])=[O:45])[N:23]=[C:22]2[C:18]=1[N:19]=[C:20]([C:35]1[CH:36]=[CH:37][C:38]([O:41][CH3:42])=[CH:39][CH:40]=1)[N:21]2[CH2:26][CH2:27][CH2:28][N:29]1[CH2:30][CH2:31][CH2:32][CH2:33][CH2:34]1. (4) Given the reactants [CH3:1][N:2]1[C:10]2[N:9]=[C:8]([O:11][C:12]3[CH:17]=[CH:16][CH:15]=[C:14]([O:18][C:19]([F:22])([F:21])[F:20])[CH:13]=3)[N:7](COCC[Si](C)(C)C)[C:6]=2[C:5](=[O:31])[N:4]([CH2:32][CH2:33][CH2:34][O:35]C2CCCCO2)[C:3]1=[O:42].Cl, predict the reaction product. The product is: [OH:35][CH2:34][CH2:33][CH2:32][N:4]1[C:5](=[O:31])[C:6]2[NH:7][C:8]([O:11][C:12]3[CH:17]=[CH:16][CH:15]=[C:14]([O:18][C:19]([F:21])([F:22])[F:20])[CH:13]=3)=[N:9][C:10]=2[N:2]([CH3:1])[C:3]1=[O:42]. (5) The product is: [CH:28]1([S:31]([NH:26][C:25]([C@@:24]2([NH:23][C:21](=[O:22])[O:5][C:1]([CH3:2])([CH3:3])[CH3:4])[CH2:35][C@H:36]2[CH2:37][CH3:38])=[O:49])(=[O:33])=[O:32])[CH2:30][CH2:29]1. Given the reactants [C:1]([O:5]C([C@]1(C(O)=O)C[C@H]1CC)=O)([CH3:4])([CH3:3])[CH3:2].C1N=CN([C:21]([N:23]2C=[N:26][CH:25]=[CH:24]2)=[O:22])C=1.[CH:28]1([S:31](N)(=[O:33])=[O:32])[CH2:30][CH2:29]1.[CH2:35]1CCN2[C:38](=NCCC2)[CH2:37][CH2:36]1.C1C[O:49]CC1, predict the reaction product. (6) The product is: [CH3:24][C:22]1[CH:21]=[CH:20][C:16]([C:17]([N:37]2[CH2:42][CH2:41][O:40][CH2:39][CH2:38]2)=[O:18])=[C:15]([CH2:14][N:11]2[CH2:12][CH2:13][N:8]([C:6]([O:5][C:1]([CH3:4])([CH3:3])[CH3:2])=[O:7])[CH2:9][CH2:10]2)[CH:23]=1. Given the reactants [C:1]([O:5][C:6]([N:8]1[CH2:13][CH2:12][N:11]([CH2:14][C:15]2[CH:23]=[C:22]([CH3:24])[CH:21]=[CH:20][C:16]=2[C:17](O)=[O:18])[CH2:10][CH2:9]1)=[O:7])([CH3:4])([CH3:3])[CH3:2].Cl.CN(C)CCCN=C=NCC.[NH:37]1[CH2:42][CH2:41][O:40][CH2:39][CH2:38]1, predict the reaction product. (7) The product is: [CH:37]1([CH2:42][C:43]([C:45]2[CH:50]=[CH:49][C:48]([Cl:51])=[C:47]([Cl:52])[CH:46]=2)([C:27]2[N:26]([CH2:25][O:24][CH2:23][CH2:22][Si:21]([CH3:36])([CH3:35])[CH3:20])[C:30]3=[N:31][CH:32]=[CH:33][CH:34]=[C:29]3[CH:28]=2)[OH:44])[CH2:41][CH2:40][CH2:39][CH2:38]1. Given the reactants C([Li])CCC.CCCCCC.CN(C)CCN(C)C.[CH3:20][Si:21]([CH3:36])([CH3:35])[CH2:22][CH2:23][O:24][CH2:25][N:26]1[C:30]2=[N:31][CH:32]=[CH:33][CH:34]=[C:29]2[CH:28]=[CH:27]1.[CH:37]1([CH2:42][C:43]([C:45]2[CH:50]=[CH:49][C:48]([Cl:51])=[C:47]([Cl:52])[CH:46]=2)=[O:44])[CH2:41][CH2:40][CH2:39][CH2:38]1, predict the reaction product. (8) Given the reactants [NH2:1][S:2]([C:5]1[CH:10]=[CH:9][C:8]([NH:11][C@@H:12]([CH2:21][S:22][C:23]2[CH:28]=[CH:27][CH:26]=[CH:25][CH:24]=2)[CH2:13][C:14]([O:16]C(C)(C)C)=[O:15])=[C:7]([N+:29]([O-:31])=[O:30])[CH:6]=1)(=[O:4])=[O:3].Cl, predict the reaction product. The product is: [NH2:1][S:2]([C:5]1[CH:10]=[CH:9][C:8]([NH:11][C@@H:12]([CH2:21][S:22][C:23]2[CH:24]=[CH:25][CH:26]=[CH:27][CH:28]=2)[CH2:13][C:14]([OH:16])=[O:15])=[C:7]([N+:29]([O-:31])=[O:30])[CH:6]=1)(=[O:3])=[O:4].